Predict which catalyst facilitates the given reaction. From a dataset of Catalyst prediction with 721,799 reactions and 888 catalyst types from USPTO. (1) Reactant: [CH3:1][C@H:2]1[CH2:7][CH2:6][C@H:5]([NH:8][C:9]([C@@H:11]2[CH2:13][C@H:12]2[CH2:14]OS(C)(=O)=O)=[O:10])[CH2:4][CH2:3]1.Cl.[Cl:21][C:22]1[CH:23]=[C:24]([N:28]2[CH2:33][CH2:32][NH:31][CH2:30][CH2:29]2)[CH:25]=[CH:26][CH:27]=1. Product: [CH3:1][C@H:2]1[CH2:7][CH2:6][C@H:5]([NH:8][C:9]([C@@H:11]2[CH2:13][C@H:12]2[CH2:14][N:31]2[CH2:30][CH2:29][N:28]([C:24]3[CH:25]=[CH:26][CH:27]=[C:22]([Cl:21])[CH:23]=3)[CH2:33][CH2:32]2)=[O:10])[CH2:4][CH2:3]1. The catalyst class is: 10. (2) Reactant: [C:1]([C:3]1[CH:8]=[CH:7][CH:6]=[CH:5][C:4]=1[OH:9])#[N:2].Br[CH2:11][C:12]([O:14][C:15]([CH3:18])([CH3:17])[CH3:16])=[O:13].C(=O)([O-])[O-].[K+].[K+]. Product: [C:15]([O:14][C:12](=[O:13])[CH2:11][O:9][C:4]1[CH:5]=[CH:6][CH:7]=[CH:8][C:3]=1[C:1]#[N:2])([CH3:18])([CH3:17])[CH3:16]. The catalyst class is: 21. (3) Reactant: [NH2:1][C:2]1[C:7]([C:8](=[O:10])[NH2:9])=[CH:6][CH:5]=[CH:4][C:3]=1[NH:11][C:12]([C:14]1[CH:19]=[CH:18][C:17]([CH:20]2[CH2:25][CH2:24][N:23](C(OC(C)(C)C)=O)[CH2:22][CH2:21]2)=[CH:16][CH:15]=1)=O. Product: [NH:23]1[CH2:24][CH2:25][CH:20]([C:17]2[CH:16]=[CH:15][C:14]([C:12]3[NH:11][C:3]4[CH:4]=[CH:5][CH:6]=[C:7]([C:8]([NH2:9])=[O:10])[C:2]=4[N:1]=3)=[CH:19][CH:18]=2)[CH2:21][CH2:22]1. The catalyst class is: 15. (4) Reactant: [C:1]([C:4]1[C:9]([NH:10][C:11]2[CH:16]=[CH:15][C:14]([I:17])=[CH:13][C:12]=2[F:18])=[CH:8][N:7]=[CH:6][C:5]=1[O:19][C:20]1[CH:21]=[C:22]([NH:26]C(=O)OC(C)(C)C)[CH:23]=[CH:24][CH:25]=1)(=[O:3])[NH2:2].C(O)(C(F)(F)F)=O.C([O-])(O)=O.[Na+]. Product: [NH2:26][C:22]1[CH:21]=[C:20]([CH:25]=[CH:24][CH:23]=1)[O:19][C:5]1[CH:6]=[N:7][CH:8]=[C:9]([NH:10][C:11]2[CH:16]=[CH:15][C:14]([I:17])=[CH:13][C:12]=2[F:18])[C:4]=1[C:1]([NH2:2])=[O:3]. The catalyst class is: 4. (5) Reactant: [CH2:1]=O.[F:3][C:4]1[CH:5]=[N:6][C:7]([O:19][C:20]2[CH:25]=[CH:24][CH:23]=[C:22]([S:26][CH3:27])[CH:21]=2)=[C:8]([CH:18]=1)[C:9]([NH:11][CH:12]1[CH2:17][CH2:16][NH:15][CH2:14][CH2:13]1)=[O:10].[Na]. Product: [NH3:6].[F:3][C:4]1[CH:5]=[N:6][C:7]([O:19][C:20]2[CH:25]=[CH:24][CH:23]=[C:22]([S:26][CH3:27])[CH:21]=2)=[C:8]([CH:18]=1)[C:9]([NH:11][CH:12]1[CH2:13][CH2:14][N:15]([CH3:1])[CH2:16][CH2:17]1)=[O:10]. The catalyst class is: 4. (6) Reactant: [F:1][C:2]1[N:7]=[C:6]([N:8](C)[C:9]2[N:14]3[N:15]=[CH:16][N:17]=[C:13]3[CH:12]=[C:11]([C:18]3[CH:23]=[CH:22][CH:21]=[CH:20][CH:19]=3)[N:10]=2)[CH:5]=[C:4]([CH3:25])[N:3]=1.C([O-])([O-])=O.[K+].[K+].CI.C(Cl)(Cl)Cl. Product: [F:1][C:2]1[N:7]=[C:6]([NH:8][C:9]2[N:14]3[N:15]=[CH:16][N:17]=[C:13]3[CH:12]=[C:11]([C:18]3[CH:23]=[CH:22][CH:21]=[CH:20][CH:19]=3)[N:10]=2)[CH:5]=[C:4]([CH3:25])[N:3]=1. The catalyst class is: 3.